From a dataset of Forward reaction prediction with 1.9M reactions from USPTO patents (1976-2016). Predict the product of the given reaction. (1) Given the reactants [Cl:1][C:2]1[CH:33]=[CH:32][C:5]([CH2:6][O:7][C:8]2[CH:13]=[CH:12][N:11]([C:14]3[CH:15]=[CH:16][C:17]4[N:21]=[C:20]([CH:22]5[CH2:24][CH:23]5[C:25]([OH:28])([CH3:27])[CH3:26])[N:19]([CH3:29])[C:18]=4[CH:30]=3)[C:10](=[O:31])[CH:9]=2)=[CH:4][CH:3]=1.C(=O)=O.CCO.CC#N, predict the reaction product. The product is: [Cl:1][C:2]1[CH:33]=[CH:32][C:5]([CH2:6][O:7][C:8]2[CH:13]=[CH:12][N:11]([C:14]3[CH:15]=[CH:16][C:17]4[N:21]=[C:20]([C@@H:22]5[CH2:24][C@@H:23]5[C:25]([OH:28])([CH3:27])[CH3:26])[N:19]([CH3:29])[C:18]=4[CH:30]=3)[C:10](=[O:31])[CH:9]=2)=[CH:4][CH:3]=1. (2) Given the reactants [F:1][C:2]1[CH:17]=[CH:16][CH:15]=[CH:14][C:3]=1[CH2:4][N:5]1[C:9]([CH3:10])=[CH:8][C:7]([C:11](O)=O)=[N:6]1.CC([NH2:22])(C)C.C(N(CC)CC)C.C(P1(=O)OP(CCC)(=O)OP(CCC)(=O)O1)CC.P(Cl)(Cl)(Cl)=O, predict the reaction product. The product is: [F:1][C:2]1[CH:17]=[CH:16][CH:15]=[CH:14][C:3]=1[CH2:4][N:5]1[C:9]([CH3:10])=[CH:8][C:7]([C:11]#[N:22])=[N:6]1. (3) Given the reactants [CH3:1][O:2][C:3]1[CH:33]=[CH:32][C:6]([CH2:7][N:8]2[C:12]3=[N:13][CH:14]=[CH:15][C:16]([O:17][C:18]4[CH:23]=[CH:22][C:21]([O:24][C:25]5[CH:30]=[CH:29][CH:28]=[CH:27][CH:26]=5)=[CH:20][CH:19]=4)=[C:11]3[C:10]([NH2:31])=[N:9]2)=[CH:5][CH:4]=1.F[C:35]1[CH:40]=[CH:39][CH:38]=[CH:37][C:36]=1[N+:41]([O-:43])=[O:42].[H-].[Na+], predict the reaction product. The product is: [CH3:1][O:2][C:3]1[CH:4]=[CH:5][C:6]([CH2:7][N:8]2[C:12]3=[N:13][CH:14]=[CH:15][C:16]([O:17][C:18]4[CH:23]=[CH:22][C:21]([O:24][C:25]5[CH:30]=[CH:29][CH:28]=[CH:27][CH:26]=5)=[CH:20][CH:19]=4)=[C:11]3[C:10]([NH:31][C:35]3[CH:40]=[CH:39][CH:38]=[CH:37][C:36]=3[N+:41]([O-:43])=[O:42])=[N:9]2)=[CH:32][CH:33]=1. (4) Given the reactants [CH2:1]([O:5][C:6]([C:8]1[CH:16]=[CH:15][C:11]([C:12]([NH2:14])=O)=[CH:10][CH:9]=1)=[O:7])[CH:2]([CH3:4])[CH3:3].[CH:17]([NH2:19])=[O:18], predict the reaction product. The product is: [CH:17]([N:19]=[C:12]([NH2:14])[C:11]1[CH:10]=[CH:9][C:8]([C:6]([O:5][CH2:1][CH:2]([CH3:3])[CH3:4])=[O:7])=[CH:16][CH:15]=1)=[O:18]. (5) Given the reactants [CH:1]([C:5]1[CH:6]=[CH:7][C:8]2[CH2:9][C:10]3[C:23]([C:24](=O)[C:25]=2[CH:26]=1)=[CH:22][C:21]1[CH2:20][C:19]2[C:14](=[CH:15][C:16]([CH:28]([CH2:30][CH3:31])[CH3:29])=[CH:17][CH:18]=2)[C:13](=O)[C:12]=1[CH:11]=3)([CH2:3][CH3:4])[CH3:2], predict the reaction product. The product is: [CH:1]([C:5]1[CH:6]=[CH:7][C:8]2[C:25](=[CH:24][C:23]3[C:10]([CH:9]=2)=[CH:11][C:12]2[C:21](=[CH:20][C:19]4[C:14]([CH:13]=2)=[CH:15][C:16]([CH:28]([CH2:30][CH3:31])[CH3:29])=[CH:17][CH:18]=4)[CH:22]=3)[CH:26]=1)([CH2:3][CH3:4])[CH3:2]. (6) Given the reactants CO[C:3]([CH:5]1[CH2:9][C:8](=O)[CH2:7][N:6]1[CH2:11][C:12]1[CH:17]=[CH:16][CH:15]=[CH:14][CH:13]=1)=[O:4].[F:18][C:19]([F:34])([F:33])[C:20]1[CH:21]=[C:22]([CH:26]=[C:27]([C:29]([F:32])([F:31])[F:30])[CH:28]=1)[CH2:23][NH:24][CH3:25].[F:35][C:36]1[CH:41]=[CH:40][CH:39]=[CH:38][C:37]=1[N:42]1[CH2:47][CH2:46][NH:45][CH2:44][CH2:43]1, predict the reaction product. The product is: [CH2:11]([N:6]1[CH2:7][C@@H:8]([N:24]([CH2:23][C:22]2[CH:21]=[C:20]([C:19]([F:33])([F:34])[F:18])[CH:28]=[C:27]([C:29]([F:32])([F:31])[F:30])[CH:26]=2)[CH3:25])[CH2:9][C@H:5]1[C:3]([N:45]1[CH2:44][CH2:43][N:42]([C:37]2[CH:38]=[CH:39][CH:40]=[CH:41][C:36]=2[F:35])[CH2:47][CH2:46]1)=[O:4])[C:12]1[CH:17]=[CH:16][CH:15]=[CH:14][CH:13]=1. (7) The product is: [CH3:2][O:3][C:4]1[CH:9]=[C:8]([CH:10]2[CH2:15][CH2:14][N:13]([CH3:16])[CH2:12][CH2:11]2)[CH:7]=[CH:6][C:5]=1[NH2:17]. Given the reactants Cl.[CH3:2][O:3][C:4]1[CH:9]=[C:8]([CH:10]2[CH2:15][CH2:14][N:13]([CH3:16])[CH2:12][CH2:11]2)[CH:7]=[CH:6][C:5]=1[NH:17]C(=O)OC(C)(C)C, predict the reaction product. (8) Given the reactants [CH3:1][O:2][C:3](=[O:18])[C@@H:4]([O:15][CH2:16][CH3:17])[CH2:5][C:6]1[C:11]([CH3:12])=[CH:10][C:9]([OH:13])=[CH:8][C:7]=1[CH3:14].Cl[CH2:20][C:21]1[N:22]=[C:23]([C:27]2[CH:32]=[CH:31][CH:30]=[C:29]([Cl:33])[CH:28]=2)[O:24][C:25]=1[CH3:26].ClC1C=C(C=CC=1)C=O.O=P(Cl)(Cl)Cl.C(=O)([O-])[O-].[Cs+].[Cs+].[I-].[K+], predict the reaction product. The product is: [CH3:1][O:2][C:3](=[O:18])[C@@H:4]([O:15][CH2:16][CH3:17])[CH2:5][C:6]1[C:11]([CH3:12])=[CH:10][C:9]([O:13][CH2:20][C:21]2[N:22]=[C:23]([C:27]3[CH:32]=[CH:31][CH:30]=[C:29]([Cl:33])[CH:28]=3)[O:24][C:25]=2[CH3:26])=[CH:8][C:7]=1[CH3:14]. (9) Given the reactants [NH2:1][C:2]1[CH:9]=[CH:8][C:5]([C:6]#[N:7])=[CH:4][C:3]=1I.C(O[Si](OCC)(OCC)OCC)C.O=[C:25]1[CH2:29][CH2:28][CH2:27][CH:26]1[CH2:30][C:31]([O:33][CH2:34][CH3:35])=[O:32].C(N(C(C)C)C(C)C)C.Cl, predict the reaction product. The product is: [C:6]([C:5]1[CH:8]=[CH:9][C:2]2[NH:1][C:25]3[CH:26]([CH2:30][C:31]([O:33][CH2:34][CH3:35])=[O:32])[CH2:27][CH2:28][C:29]=3[C:3]=2[CH:4]=1)#[N:7].